Dataset: Full USPTO retrosynthesis dataset with 1.9M reactions from patents (1976-2016). Task: Predict the reactants needed to synthesize the given product. (1) Given the product [NH2:8][C:3]1[N:2]=[C:14]([C:15]([F:18])([F:17])[F:16])[CH:13]=[CH:12][C:4]=1[C:5]([NH2:7])=[O:6], predict the reactants needed to synthesize it. The reactants are: Cl.[NH2:2][C:3](=[NH:8])[CH2:4][C:5]([NH2:7])=[O:6].C(O/[CH:12]=[CH:13]/[C:14](=O)[C:15]([F:18])([F:17])[F:16])C.C([O-])(=O)C.[Na+]. (2) Given the product [C:1]([O:5][C:6]([N:8]1[CH2:13][CH2:12][CH2:11][CH2:10][CH:9]1[CH2:14][NH:15][C:17]1[C:26]2[C:21](=[CH:22][CH:23]=[CH:24][CH:25]=2)[CH:20]=[CH:19][N:18]=1)=[O:7])([CH3:4])([CH3:3])[CH3:2], predict the reactants needed to synthesize it. The reactants are: [C:1]([O:5][C:6]([N:8]1[CH2:13][CH2:12][CH2:11][CH2:10][CH:9]1[CH2:14][NH2:15])=[O:7])([CH3:4])([CH3:3])[CH3:2].Cl[C:17]1[C:26]2[C:21](=[CH:22][CH:23]=[CH:24][CH:25]=2)[CH:20]=[CH:19][N:18]=1.